Dataset: Forward reaction prediction with 1.9M reactions from USPTO patents (1976-2016). Task: Predict the product of the given reaction. Given the reactants [H-].[Na+].[OH:3][CH2:4][CH:5]([CH2:7][OH:8])[OH:6].[CH3:9][C:10]([CH2:26][CH2:27][CH2:28][CH:29]([CH3:36])[CH2:30][CH2:31][CH2:32][CH:33]([CH3:35])[CH3:34])=[CH:11][CH2:12][CH2:13][CH2:14]OS(C1C=CC(C)=CC=1)(=O)=O.O, predict the reaction product. The product is: [CH3:9][C:10]([CH2:26][CH2:27][CH2:28][CH:29]([CH3:36])[CH2:30][CH2:31][CH2:32][CH:33]([CH3:35])[CH3:34])=[CH:11][CH2:12][CH2:13][CH2:14][O:3][CH2:4][CH:5]([CH2:7][OH:8])[OH:6].